Task: Predict the reactants needed to synthesize the given product.. Dataset: Full USPTO retrosynthesis dataset with 1.9M reactions from patents (1976-2016) Given the product [CH3:3][O:4][C:5]([C:7]1[N:8]([CH3:20])[C:9]([C:13]2[CH:18]=[CH:17][C:16]([Cl:19])=[CH:15][CH:14]=2)=[C:10]([CH3:12])[C:11]=1[Br:1])=[O:6], predict the reactants needed to synthesize it. The reactants are: [Br:1]Br.[CH3:3][O:4][C:5]([C:7]1[N:8]([CH3:20])[C:9]([C:13]2[CH:18]=[CH:17][C:16]([Cl:19])=[CH:15][CH:14]=2)=[C:10]([CH3:12])[CH:11]=1)=[O:6].